From a dataset of Reaction yield outcomes from USPTO patents with 853,638 reactions. Predict the reaction yield, written as a fraction of the theoretical maximum amount of product (1.0 means a 100% yield; for example, 0.34 means a 34% yield). (1) The reactants are [F:1][C:2]([F:7])([F:6])[C:3]([OH:5])=[O:4].FC(F)(F)C(O)=O.[Cl:15][C:16]1[CH:17]=[N:18][C:19]2[NH:20][C:21]3[CH:22]=[CH:23][CH:24]=[C:25]([CH:45]=3)[CH2:26][CH2:27][C:28]3[CH:36]=[C:32]([NH:33][C:34]=1[N:35]=2)[CH:31]=[CH:30][C:29]=3[NH:37][C:38]([C@@H:40]1[CH2:44][CH2:43][NH:42][CH2:41]1)=[O:39].[N:46]([CH2:49][CH3:50])=[C:47]=[O:48]. No catalyst specified. The product is [F:1][C:2]([F:7])([F:6])[C:3]([OH:5])=[O:4].[Cl:15][C:16]1[CH:17]=[N:18][C:19]2[NH:20][C:21]3[CH:22]=[CH:23][CH:24]=[C:25]([CH:45]=3)[CH2:26][CH2:27][C:28]3[CH:36]=[C:32]([NH:33][C:34]=1[N:35]=2)[CH:31]=[CH:30][C:29]=3[NH:37][C:38]([C@@H:40]1[CH2:44][CH2:43][N:42]([C:47]([NH:46][CH2:49][CH3:50])=[O:48])[CH2:41]1)=[O:39]. The yield is 0.400. (2) The reactants are C[O:2][C:3](=[O:23])[C:4]([CH3:22])([N:6]1[CH2:11][CH2:10][N:9]([C:12]2[CH:17]=[CH:16][C:15]([C:18]([F:21])([F:20])[F:19])=[CH:14][N:13]=2)[CH2:8][CH2:7]1)[CH3:5].[OH-].[K+]. The catalyst is O1CCOCC1. The product is [CH3:22][C:4]([N:6]1[CH2:7][CH2:8][N:9]([C:12]2[CH:17]=[CH:16][C:15]([C:18]([F:20])([F:21])[F:19])=[CH:14][N:13]=2)[CH2:10][CH2:11]1)([CH3:5])[C:3]([OH:23])=[O:2]. The yield is 0.900. (3) The catalyst is CC([O-])=O.CC([O-])=O.[Pd+2].C1(C)C=CC=CC=1. The reactants are [CH3:1][NH:2][CH3:3].Br[C:5]1[CH:10]=[CH:9][C:8]([N:11]2[C:20](=[O:21])[C:19]3[C:14](=[CH:15][CH:16]=[CH:17][CH:18]=3)[N:13]=[C:12]2[C:22]2[CH:23]=[C:24]3[C:28](=[CH:29][CH:30]=2)[N:27](C(OC(C)(C)C)=O)[CH:26]=[CH:25]3)=[CH:7][CH:6]=1. The yield is 0.330. The product is [CH3:1][N:2]([CH3:3])[C:5]1[CH:6]=[CH:7][C:8]([N:11]2[C:20](=[O:21])[C:19]3[C:14](=[CH:15][CH:16]=[CH:17][CH:18]=3)[N:13]=[C:12]2[C:22]2[CH:23]=[C:24]3[C:28](=[CH:29][CH:30]=2)[NH:27][CH:26]=[CH:25]3)=[CH:9][CH:10]=1. (4) The reactants are [CH2:1]([C:5]1[N:6]=[C:7]([CH3:27])[NH:8][C:9](=[O:26])[C:10]=1[CH2:11][C:12]1[CH:17]=[CH:16][C:15]([C:18]2[C:19]([C:24]#[N:25])=[CH:20][CH:21]=[CH:22][CH:23]=2)=[CH:14][CH:13]=1)[CH2:2][CH2:3][CH3:4].[H-].[Na+].CN(C)C=O.[Cl:35][C:36]1[S:37][C:38]([CH2:41]Cl)=[CH:39][CH:40]=1. The catalyst is C(OCC)(=O)C. The product is [CH2:1]([C:5]1[N:6]=[C:7]([CH3:27])[N:8]([CH2:41][C:38]2[S:37][C:36]([Cl:35])=[CH:40][CH:39]=2)[C:9](=[O:26])[C:10]=1[CH2:11][C:12]1[CH:17]=[CH:16][C:15]([C:18]2[C:19]([C:24]#[N:25])=[CH:20][CH:21]=[CH:22][CH:23]=2)=[CH:14][CH:13]=1)[CH2:2][CH2:3][CH3:4]. The yield is 0.450. (5) The reactants are [F:1][C:2]([F:15])([F:14])[S:3]([O:6]S(C(F)(F)F)(=O)=O)(=[O:5])=[O:4].[CH3:16][C:17]1[C:22]([CH3:23])=[C:21]([N+:24]([O-:26])=[O:25])[CH:20]=[CH:19][C:18]=1O.C(N(CC)CC)C.Cl. The catalyst is ClCCl. The product is [CH3:16][C:17]1[C:22]([CH3:23])=[C:21]([N+:24]([O-:26])=[O:25])[CH:20]=[CH:19][C:18]=1[O:6][S:3]([C:2]([F:15])([F:14])[F:1])(=[O:5])=[O:4]. The yield is 0.980. (6) The reactants are [NH2:1][C:2]1[C:3]2[C:10]([C:11]3[CH:16]=[CH:15][C:14]([CH3:17])=[CH:13][CH:12]=3)=[C:9]([CH:18]=O)[N:8]([CH2:20][CH2:21][CH2:22][O:23][Si](C(C)(C)C)(C)C)[C:4]=2[N:5]=[CH:6][N:7]=1.N1CCCCC1.[CH:37]([NH:40][C:41](=[O:45])[CH2:42][C:43]#[N:44])([CH3:39])[CH3:38].C1C=CC=CC=1. The catalyst is C1COCC1.Cl.C(OCC)(=O)C. The product is [NH2:1][C:2]1[C:3]2[C:10]([C:11]3[CH:12]=[CH:13][C:14]([CH3:17])=[CH:15][CH:16]=3)=[C:9]([CH:18]=[C:42]([C:43]#[N:44])[C:41]([NH:40][CH:37]([CH3:39])[CH3:38])=[O:45])[N:8]([CH2:20][CH2:21][CH2:22][OH:23])[C:4]=2[N:5]=[CH:6][N:7]=1. The yield is 0.540.